From a dataset of Peptide-MHC class I binding affinity with 185,985 pairs from IEDB/IMGT. Regression. Given a peptide amino acid sequence and an MHC pseudo amino acid sequence, predict their binding affinity value. This is MHC class I binding data. (1) The peptide sequence is LVGGREWSY. The MHC is HLA-A68:02 with pseudo-sequence HLA-A68:02. The binding affinity (normalized) is 0.0847. (2) The peptide sequence is PLILAYFPVFRFL. The MHC is HLA-B57:01 with pseudo-sequence HLA-B57:01. The binding affinity (normalized) is 0.148. (3) The peptide sequence is HRIQEELFY. The MHC is HLA-B40:01 with pseudo-sequence HLA-B40:01. The binding affinity (normalized) is 0.0847. (4) The peptide sequence is LICYQIEYI. The MHC is HLA-A25:01 with pseudo-sequence HLA-A25:01. The binding affinity (normalized) is 0.0847.